Predict the reaction yield, written as a fraction of the theoretical maximum amount of product (1.0 means a 100% yield; for example, 0.34 means a 34% yield). From a dataset of Reaction yield outcomes from USPTO patents with 853,638 reactions. (1) The reactants are Br[C:2]1[CH:11]=[CH:10][C:5]([C:6]([O:8][CH3:9])=[O:7])=[C:4]([O:12][CH3:13])[CH:3]=1.[Cl:14][C:15]1[CH:20]=[CH:19][C:18](B(O)O)=[CH:17][CH:16]=1.[O-]P([O-])([O-])=O.[K+].[K+].[K+]. The catalyst is O1CCOCC1.CO.C1C=CC(P(C2C=CC=CC=2)[C-]2C=CC=C2)=CC=1.C1C=CC(P(C2C=CC=CC=2)[C-]2C=CC=C2)=CC=1.Cl[Pd]Cl.[Fe+2]. The product is [CH3:9][O:8][C:6]([C:5]1[CH:10]=[CH:11][C:2]([C:18]2[CH:19]=[CH:20][C:15]([Cl:14])=[CH:16][CH:17]=2)=[CH:3][C:4]=1[O:12][CH3:13])=[O:7]. The yield is 0.780. (2) The reactants are [CH3:1][O:2][C:3]1[CH:8]=[C:7]([N+:9]([O-])=O)[C:6]([O:12][CH3:13])=[CH:5][C:4]=1[O:14][CH3:15].O.O.[Sn](Cl)(Cl)(Cl)Cl.C(=O)(O)[O-].[Na+]. The catalyst is C(OCC)(=O)C. The product is [CH3:13][O:12][C:6]1[CH:5]=[C:4]([O:14][CH3:15])[C:3]([O:2][CH3:1])=[CH:8][C:7]=1[NH2:9]. The yield is 0.540. (3) The yield is 0.960. The catalyst is C(Cl)Cl. The product is [OH:2][C:3]1[CH:4]=[C:5]2[C:9](=[CH:10][CH:11]=1)[C@H:8]([CH2:12][C:13]([O:15][CH2:16][CH3:17])=[O:14])[CH2:7][CH2:6]2. The reactants are C[O:2][C:3]1[CH:4]=[C:5]2[C:9](=[CH:10][CH:11]=1)[C@H:8]([CH2:12][C:13]([O:15][CH2:16][CH3:17])=[O:14])[CH2:7][CH2:6]2.[Al+3].[Cl-].[Cl-].[Cl-].CCS. (4) The reactants are O[CH:2]=[C:3]1[C:11]2[C:6](=[CH:7][C:8]([C:12]([C:14]3[CH:15]=[C:16]([NH:20][C:21]([C:23]4[N:24]([CH3:28])[N:25]=[CH:26][CH:27]=4)=[O:22])[CH:17]=[CH:18][CH:19]=3)=[O:13])=[CH:9][CH:10]=2)[NH:5][C:4]1=[O:29].[CH3:30][N:31]1[CH2:36][CH2:35][N:34]([C:37]2[CH:42]=[CH:41][C:40]([NH2:43])=[CH:39][CH:38]=2)[CH2:33][CH2:32]1. The catalyst is C1COCC1. The product is [CH3:30][N:31]1[CH2:32][CH2:33][N:34]([C:37]2[CH:42]=[CH:41][C:40]([NH:43][CH:2]=[C:3]3[C:11]4[C:6](=[CH:7][C:8]([C:12]([C:14]5[CH:15]=[C:16]([NH:20][C:21]([C:23]6[N:24]([CH3:28])[N:25]=[CH:26][CH:27]=6)=[O:22])[CH:17]=[CH:18][CH:19]=5)=[O:13])=[CH:9][CH:10]=4)[NH:5][C:4]3=[O:29])=[CH:39][CH:38]=2)[CH2:35][CH2:36]1. The yield is 0.320. (5) The reactants are [Cl:1][C:2]1[CH:10]=[C:9]2[C:5]([CH2:6][N:7]([C:12]3[C:13]([CH3:39])=[C:14]([C:18]4[C:30]5[C:29]6[CH:28]=[CH:27][C:26]([O:31][CH2:32][CH2:33][O:34][CH3:35])=[CH:25][C:24]=6[NH:23][C:22]=5[C:21]([C:36](O)=[O:37])=[N:20][N:19]=4)[CH:15]=[CH:16][CH:17]=3)[C:8]2=[O:11])=[CH:4][CH:3]=1.[Cl-].[NH4+].CC[N:44](C(C)C)C(C)C.CN1CCOCC1.F[P-](F)(F)(F)(F)F.N1(O[P+](N(C)C)(N(C)C)N(C)C)C2C=CC=CC=2N=N1. The catalyst is CN(C=O)C.CO. The product is [Cl:1][C:2]1[CH:10]=[C:9]2[C:5]([CH2:6][N:7]([C:12]3[C:13]([CH3:39])=[C:14]([C:18]4[C:30]5[C:29]6[CH:28]=[CH:27][C:26]([O:31][CH2:32][CH2:33][O:34][CH3:35])=[CH:25][C:24]=6[NH:23][C:22]=5[C:21]([C:36]([NH2:44])=[O:37])=[N:20][N:19]=4)[CH:15]=[CH:16][CH:17]=3)[C:8]2=[O:11])=[CH:4][CH:3]=1. The yield is 0.309.